Dataset: Forward reaction prediction with 1.9M reactions from USPTO patents (1976-2016). Task: Predict the product of the given reaction. (1) Given the reactants [CH3:1][O:2][C:3]1[CH:4]=[C:5]2[C:10](=[CH:11][C:12]=1[O:13][CH3:14])[N:9]=[C:8]([N:15]([CH2:17][C:18]1([C:24]3[CH:29]=[CH:28][CH:27]=[CH:26][CH:25]=3)[CH2:23][CH2:22][NH:21][CH2:20][CH2:19]1)[CH3:16])[N:7]=[C:6]2[NH2:30].[O:31]1[CH2:35][CH2:34][CH2:33][CH:32]1[C:36](O)=[O:37].C(N(CC)CC)C.CN([P+](ON1N=NC2C=CC=CC1=2)(N(C)C)N(C)C)C.F[P-](F)(F)(F)(F)F, predict the reaction product. The product is: [NH2:30][C:6]1[C:5]2[C:10](=[CH:11][C:12]([O:13][CH3:14])=[C:3]([O:2][CH3:1])[CH:4]=2)[N:9]=[C:8]([N:15]([CH2:17][C:18]2([C:24]3[CH:29]=[CH:28][CH:27]=[CH:26][CH:25]=3)[CH2:19][CH2:20][N:21]([C:36]([CH:32]3[CH2:33][CH2:34][CH2:35][O:31]3)=[O:37])[CH2:22][CH2:23]2)[CH3:16])[N:7]=1. (2) The product is: [CH3:12][O:13][C:2]1[C:7]([CH3:8])=[CH:6][C:5]([N+:9]([O-:11])=[O:10])=[CH:4][N:3]=1. Given the reactants Cl[C:2]1[C:7]([CH3:8])=[CH:6][C:5]([N+:9]([O-:11])=[O:10])=[CH:4][N:3]=1.[CH3:12][OH:13].C[O-].[Na+], predict the reaction product. (3) Given the reactants [CH3:1][C:2]1[CH:7]=[CH:6][CH:5]=[C:4]([CH3:8])[C:3]=1[CH:9]([C:11]1[CH:16]=[CH:15][C:14]([CH:17]2OCC[O:18]2)=[CH:13][CH:12]=1)O.Cl[Si](C)(C)C.[I-].[Na+].C(#N)C, predict the reaction product. The product is: [CH3:1][C:2]1[CH:7]=[CH:6][CH:5]=[C:4]([CH3:8])[C:3]=1[CH2:9][C:11]1[CH:16]=[CH:15][C:14]([CH:17]=[O:18])=[CH:13][CH:12]=1. (4) Given the reactants [C:1]([O:5][C:6]([N:8]1[CH:12]=[CH:11][CH:10]=[C:9]1[C:13]1[CH:21]=[CH:20][CH:19]=[C:18]2[C:14]=1[C:15](=[O:22])[NH:16][CH2:17]2)=[O:7])([CH3:4])([CH3:3])[CH3:2].[H-].[Na+].[CH3:25]I, predict the reaction product. The product is: [C:1]([O:5][C:6]([N:8]1[CH:12]=[CH:11][CH:10]=[C:9]1[C:13]1[CH:21]=[CH:20][CH:19]=[C:18]2[C:14]=1[C:15](=[O:22])[N:16]([CH3:25])[CH2:17]2)=[O:7])([CH3:4])([CH3:2])[CH3:3]. (5) Given the reactants [N+:1]([C:4]1[CH:5]=[C:6]([N:10]2[CH2:15][CH2:14][NH:13][CH2:12][C:11]2=[O:16])[CH:7]=[CH:8][CH:9]=1)([O-:3])=[O:2].C=O.[C:19](O[BH-](OC(=O)C)OC(=O)C)(=O)C.[Na+], predict the reaction product. The product is: [CH3:19][N:13]1[CH2:14][CH2:15][N:10]([C:6]2[CH:7]=[CH:8][CH:9]=[C:4]([N+:1]([O-:3])=[O:2])[CH:5]=2)[C:11](=[O:16])[CH2:12]1. (6) Given the reactants [C:1]([O:5][C:6](=[O:17])[CH2:7][O:8][C:9]1[CH:14]=[CH:13][C:12]([Cl:15])=[CH:11][C:10]=1Br)([CH3:4])([CH3:3])[CH3:2].[CH2:18]([S:20][C:21]1[CH:26]=[CH:25][C:24](B(O)O)=[CH:23][CH:22]=1)[CH3:19].[F-].[Cs+], predict the reaction product. The product is: [Cl:15][C:12]1[CH:13]=[CH:14][C:9]([O:8][CH2:7][C:6]([O:5][C:1]([CH3:4])([CH3:3])[CH3:2])=[O:17])=[C:10]([C:24]2[CH:25]=[CH:26][C:21]([S:20][CH2:18][CH3:19])=[CH:22][CH:23]=2)[CH:11]=1. (7) Given the reactants [CH3:1][O:2][C:3]1[CH:8]=[CH:7][C:6]([NH:9][C:10]([C:12]2[CH:17]=[CH:16][C:15]([C:18]3[CH:23]=[CH:22][CH:21]=[CH:20][CH:19]=3)=[CH:14][CH:13]=2)=[O:11])=[CH:5][C:4]=1[NH:24][C:25](=[O:35])[CH2:26][N:27]1[CH2:33][CH:32]2[O:34][CH:29]([CH2:30][CH2:31]2)C1.ClCC(NC1C=C(NC(C2C=CC(C3C=CC=CC=3)=CC=2)=O)C=CC=1OC)=O.C[C@H]1COCCN1.C(N(CC)CC)C, predict the reaction product. The product is: [CH3:1][O:2][C:3]1[CH:8]=[CH:7][C:6]([NH:9][C:10]([C:12]2[CH:13]=[CH:14][C:15]([C:18]3[CH:23]=[CH:22][CH:21]=[CH:20][CH:19]=3)=[CH:16][CH:17]=2)=[O:11])=[CH:5][C:4]=1[NH:24][C:25](=[O:35])[CH2:26][N:27]1[CH2:33][CH2:32][O:34][CH2:29][C@@H:30]1[CH3:31]. (8) Given the reactants [Cl:1][C:2]1[CH:7]=[CH:6][N:5]=[C:4]2[O:8][C:9](I)=[C:10]([C:11]3[CH:16]=[CH:15][CH:14]=[CH:13][CH:12]=3)[C:3]=12.[F:18][C:19]1[CH:33]=[C:32](B2OC(C)(C)C(C)(C)O2)[CH:31]=[CH:30][C:20]=1[O:21][CH2:22][CH2:23][N:24]1[CH2:29][CH2:28][CH2:27][CH2:26][CH2:25]1.C(=O)([O-])[O-].[Na+].[Na+].C(#N)C, predict the reaction product. The product is: [Cl:1][C:2]1[CH:7]=[CH:6][N:5]=[C:4]2[O:8][C:9]([C:32]3[CH:31]=[CH:30][C:20]([O:21][CH2:22][CH2:23][N:24]4[CH2:25][CH2:26][CH2:27][CH2:28][CH2:29]4)=[C:19]([F:18])[CH:33]=3)=[C:10]([C:11]3[CH:16]=[CH:15][CH:14]=[CH:13][CH:12]=3)[C:3]=12. (9) Given the reactants Br[CH:2]([CH3:11])[C:3](=O)[CH:4]([CH3:9])[C:5]([O:7][CH3:8])=[O:6].[CH2:12](O)C.[NH2:15][C:16]([NH2:18])=[S:17], predict the reaction product. The product is: [NH2:15][C:16]1[S:17][C:2]([CH3:11])=[C:3]([CH:4]([CH3:9])[C:5]([O:7][CH2:8][CH3:12])=[O:6])[N:18]=1. (10) Given the reactants [CH3:1][N:2]([CH3:11])[C:3]1[CH:10]=[CH:9][C:6]([CH:7]=O)=[CH:5][CH:4]=1.[CH3:12][C:13]1[CH:19]=[C:18]([CH3:20])[CH:17]=[CH:16][C:14]=1[NH2:15], predict the reaction product. The product is: [CH3:1][N:2]([CH3:11])[C:3]1[CH:10]=[CH:9][C:6]([CH2:7][NH:15][C:14]2[CH:16]=[CH:17][C:18]([CH3:20])=[CH:19][C:13]=2[CH3:12])=[CH:5][CH:4]=1.